This data is from Forward reaction prediction with 1.9M reactions from USPTO patents (1976-2016). The task is: Predict the product of the given reaction. (1) Given the reactants [CH3:1][O:2][C:3]1[CH:4]=[C:5]([CH:34]=[CH:35][C:36]=1[O:37][CH2:38][C:39]1[CH:40]=[N:41][C:42]([O:45][CH3:46])=[CH:43][CH:44]=1)[CH2:6][N:7]1[C:11]2=[N:12][CH:13]=[C:14]([C:16]3[N:20]=[C:19]([CH:21]4[CH2:26][CH2:25][N:24](C(OC(C)(C)C)=O)[CH2:23][CH2:22]4)[O:18][N:17]=3)[CH:15]=[C:10]2[N:9]=[CH:8]1.FC(F)(F)C(O)=O, predict the reaction product. The product is: [CH3:1][O:2][C:3]1[CH:4]=[C:5]([CH:34]=[CH:35][C:36]=1[O:37][CH2:38][C:39]1[CH:40]=[N:41][C:42]([O:45][CH3:46])=[CH:43][CH:44]=1)[CH2:6][N:7]1[C:11]2=[N:12][CH:13]=[C:14]([C:16]3[N:20]=[C:19]([CH:21]4[CH2:26][CH2:25][NH:24][CH2:23][CH2:22]4)[O:18][N:17]=3)[CH:15]=[C:10]2[N:9]=[CH:8]1. (2) Given the reactants C([N:5]1[C:14]2[C:9](=[CH:10][C:11]([F:18])=[C:12]([N:15]([CH3:17])[CH3:16])[N:13]=2)[C:8](=[O:19])[C:7]([C:20]([O:22]CC)=[O:21])=[CH:6]1)(C)(C)C, predict the reaction product. The product is: [CH3:16][N:15]([CH3:17])[C:12]1[N:13]=[C:14]2[C:9]([C:8](=[O:19])[C:7]([C:20]([OH:22])=[O:21])=[CH:6][NH:5]2)=[CH:10][C:11]=1[F:18]. (3) Given the reactants [CH3:1][N:2]1[C:7](=[O:8])[C:6]([NH:9][C:10]2[CH:15]=[CH:14][C:13]([N:16]3[CH2:21][CH2:20][N:19]([CH:22]4[CH2:25][O:24][CH2:23]4)[CH2:18][C@H:17]3[CH3:26])=[CH:12][N:11]=2)=[CH:5][C:4]([C:27]2[CH:32]=[CH:31][N:30]=[C:29]([N:33]3[C:45](=[O:46])[C:44]4[S:43][C:42]5[CH2:41][CH2:40][CH2:39][CH2:38][C:37]=5[C:36]=4[CH:35]=[N:34]3)[C:28]=2[CH:47]=[O:48])=[CH:3]1.[BH4-].[Na+], predict the reaction product. The product is: [OH:48][CH2:47][C:28]1[C:29]([N:33]2[C:45](=[O:46])[C:44]3[S:43][C:42]4[CH2:41][CH2:40][CH2:39][CH2:38][C:37]=4[C:36]=3[CH:35]=[N:34]2)=[N:30][CH:31]=[CH:32][C:27]=1[C:4]1[CH:5]=[C:6]([NH:9][C:10]2[CH:15]=[CH:14][C:13]([N:16]3[CH2:21][CH2:20][N:19]([CH:22]4[CH2:23][O:24][CH2:25]4)[CH2:18][C@H:17]3[CH3:26])=[CH:12][N:11]=2)[C:7](=[O:8])[N:2]([CH3:1])[CH:3]=1.